This data is from Peptide-MHC class I binding affinity with 185,985 pairs from IEDB/IMGT. The task is: Regression. Given a peptide amino acid sequence and an MHC pseudo amino acid sequence, predict their binding affinity value. This is MHC class I binding data. The peptide sequence is FMGVLVNSL. The MHC is HLA-A02:01 with pseudo-sequence HLA-A02:01. The binding affinity (normalized) is 0.494.